Dataset: Catalyst prediction with 721,799 reactions and 888 catalyst types from USPTO. Task: Predict which catalyst facilitates the given reaction. (1) Reactant: [C:1]([O:5][C:6](=[O:52])[C@@H:7]([NH:31][C:32](=[O:51])[NH:33][C@@H:34]([CH2:42][CH2:43][C:44]([O:46][C:47]([CH3:50])([CH3:49])[CH3:48])=[O:45])[C:35]([O:37][C:38]([CH3:41])([CH3:40])[CH3:39])=[O:36])[CH2:8][CH2:9][CH2:10][CH2:11][NH:12][C:13](=[O:30])[CH2:14][CH2:15][CH2:16][CH2:17][CH2:18][CH2:19][C:20](ON1C(=O)CCC1=O)=[O:21])([CH3:4])([CH3:3])[CH3:2].[NH2:53][C@@H:54]([CH2:58][CH2:59][CH2:60][CH2:61][N:62]([CH2:77][C:78]1[N:79]([CH2:83][C:84]([O:86][C:87]([CH3:90])([CH3:89])[CH3:88])=[O:85])[CH:80]=[CH:81][N:82]=1)[CH2:63][C:64]1[N:65]([CH2:69][C:70](=[O:76])[O:71][C:72]([CH3:75])([CH3:74])[CH3:73])[CH:66]=[CH:67][N:68]=1)[C:55]([OH:57])=[O:56].CCN(C(C)C)C(C)C. Product: [C:72]([O:71][C:70](=[O:76])[CH2:69][N:65]1[CH:66]=[CH:67][N:68]=[C:64]1[CH2:63][N:62]([CH2:77][C:78]1[N:79]([CH2:83][C:84](=[O:85])[O:86][C:87]([CH3:90])([CH3:89])[CH3:88])[CH:80]=[CH:81][N:82]=1)[CH2:61][CH2:60][CH2:59][CH2:58][C@@H:54]([C:55]([OH:57])=[O:56])[NH:53][C:20](=[O:21])[CH2:19][CH2:18][CH2:17][CH2:16][CH2:15][CH2:14][C:13](=[O:30])[NH:12][CH2:11][CH2:10][CH2:9][CH2:8][C@@H:7]([C:6]([O:5][C:1]([CH3:4])([CH3:3])[CH3:2])=[O:52])[NH:31][C:32](=[O:51])[NH:33][C@H:34]([C:35]([O:37][C:38]([CH3:39])([CH3:40])[CH3:41])=[O:36])[CH2:42][CH2:43][C:44](=[O:45])[O:46][C:47]([CH3:49])([CH3:50])[CH3:48])([CH3:73])([CH3:75])[CH3:74]. The catalyst class is: 3. (2) Reactant: [CH3:1][O:2][C:3](=[O:20])[C:4]1[CH:9]=[CH:8][C:7]([CH2:10][CH:11]2[CH2:18][CH2:17][CH2:16][CH2:15][CH2:14][CH2:13][C:12]2=[O:19])=[CH:6][CH:5]=1.C[Si]([N-][Si](C)(C)C)(C)C.[K+].N(C1C=CC=CC=1)([S:32]([C:35]([F:38])([F:37])[F:36])(=[O:34])=[O:33])[S:32]([C:35]([F:38])([F:37])[F:36])(=[O:34])=[O:33]. Product: [CH3:1][O:2][C:3](=[O:20])[C:4]1[CH:5]=[CH:6][C:7]([CH2:10][CH:11]2[CH2:18][CH2:17][CH2:16][CH2:15][CH2:14][CH:13]=[C:12]2[O:19][S:32]([C:35]([F:38])([F:37])[F:36])(=[O:34])=[O:33])=[CH:8][CH:9]=1. The catalyst class is: 1. (3) Reactant: C(Cl)(=O)C(Cl)=O.[CH3:7][CH:8]([O:10][C:11]1[CH:12]=[C:13]([CH:17]=[C:18]([O:20][CH2:21][C:22]2[CH:27]=[CH:26][CH:25]=[CH:24][CH:23]=2)[CH:19]=1)[C:14]([OH:16])=O)[CH3:9].[NH2:28][C:29]1[CH:34]=[N:33][C:32]([CH3:35])=[CH:31][N:30]=1.N1C=CC=CC=1. The catalyst class is: 2. Product: [CH3:9][CH:8]([O:10][C:11]1[CH:12]=[C:13]([CH:17]=[C:18]([O:20][CH2:21][C:22]2[CH:27]=[CH:26][CH:25]=[CH:24][CH:23]=2)[CH:19]=1)[C:14]([NH:28][C:29]1[CH:34]=[N:33][C:32]([CH3:35])=[CH:31][N:30]=1)=[O:16])[CH3:7]. (4) Reactant: [CH3:1][O:2][C:3]1[CH:4]=[C:5]([CH:8]=[C:9]([O:11][CH2:12][CH2:13][CH2:14][O:15][CH3:16])[CH:10]=1)[CH:6]=O.[CH:17]1([NH2:20])[CH2:19][CH2:18]1. Product: [CH:17]1([NH:20][CH2:6][C:5]2[CH:8]=[C:9]([O:11][CH2:12][CH2:13][CH2:14][O:15][CH3:16])[CH:10]=[C:3]([O:2][CH3:1])[CH:4]=2)[CH2:19][CH2:18]1. The catalyst class is: 23. (5) Reactant: [Br:1][C:2]1[CH:7]=[CH:6][C:5]([CH:8]=[CH2:9])=[CH:4][CH:3]=1.[BH4-].[Na+].B(F)(F)F.CC[O:18]CC.BrC1C=CC(C(O)C)=CC=1. Product: [Br:1][C:2]1[CH:7]=[CH:6][C:5]([CH2:8][CH2:9][OH:18])=[CH:4][CH:3]=1. The catalyst class is: 30. (6) The catalyst class is: 1. Reactant: C(NC(C)C)(C)C.C([Li])CCC.[Cl:13][C:14]1[CH:19]=[C:18]([CH3:20])[CH:17]=[CH:16][N:15]=1.[C:21](=O)([O:25]CC)[O:22][CH2:23][CH3:24].CN(C)P(N(C)C)(N(C)C)=O. Product: [Cl:13][C:14]1[CH:19]=[C:18]([CH2:20][C:21]([O:22][CH2:23][CH3:24])=[O:25])[CH:17]=[CH:16][N:15]=1. (7) Reactant: [Cl:1][C:2]1[CH:10]=[C:9]2[C:5]([C:6]([CH:11]=[O:12])=[CH:7][NH:8]2)=[CH:4][C:3]=1[C:13]1[CH:18]=[CH:17][C:16]([C:19]2([OH:23])[CH2:22][O:21][CH2:20]2)=[CH:15][CH:14]=1.CC(=CC)C.Cl([O-])=[O:30].[Na+].O.OP([O-])(O)=O.[Na+]. Product: [Cl:1][C:2]1[CH:10]=[C:9]2[C:5]([C:6]([C:11]([OH:30])=[O:12])=[CH:7][NH:8]2)=[CH:4][C:3]=1[C:13]1[CH:18]=[CH:17][C:16]([C:19]2([OH:23])[CH2:22][O:21][CH2:20]2)=[CH:15][CH:14]=1. The catalyst class is: 144.